This data is from Forward reaction prediction with 1.9M reactions from USPTO patents (1976-2016). The task is: Predict the product of the given reaction. (1) Given the reactants C([N:8]1[CH2:13][CH2:12][Si:11]([CH3:20])([C:14]2[CH:19]=[CH:18][CH:17]=[CH:16][CH:15]=2)[CH2:10][CH2:9]1)C1C=CC=CC=1.[Cl:21]C(OC(Cl)C)=O, predict the reaction product. The product is: [ClH:21].[CH3:20][Si:11]1([C:14]2[CH:15]=[CH:16][CH:17]=[CH:18][CH:19]=2)[CH2:10][CH2:9][NH:8][CH2:13][CH2:12]1. (2) Given the reactants [F:1][C:2]1[C:3]([Si](C)(C)C)=[CH:4][CH:5]=[C:6]2[C:10]=1[N:9]([CH3:11])[C:8](=[O:12])[C:7]2([CH3:14])[CH3:13].[I:19]Cl.S([O-])([O-])(=O)=S.[Na+].[Na+], predict the reaction product. The product is: [F:1][C:2]1[C:3]([I:19])=[CH:4][CH:5]=[C:6]2[C:10]=1[N:9]([CH3:11])[C:8](=[O:12])[C:7]2([CH3:14])[CH3:13]. (3) Given the reactants [CH2:1]([NH:3][C:4](=[O:19])[CH:5]([C:7]1[CH:12]=[CH:11][C:10]([C:13]#[C:14][Si](C)(C)C)=[CH:9][CH:8]=1)[CH3:6])[CH3:2].[F-].C([N+](CCCC)(CCCC)CCCC)CCC.O, predict the reaction product. The product is: [CH2:1]([NH:3][C:4](=[O:19])[CH:5]([C:7]1[CH:8]=[CH:9][C:10]([C:13]#[CH:14])=[CH:11][CH:12]=1)[CH3:6])[CH3:2].